Dataset: Forward reaction prediction with 1.9M reactions from USPTO patents (1976-2016). Task: Predict the product of the given reaction. (1) Given the reactants [CH:1]1([C@@H:4]([NH:6][CH2:7][C:8]2[CH:13]=[CH:12][C:11]([F:14])=[CH:10][CH:9]=2)[CH3:5])[CH2:3][CH2:2]1.[Br:15][CH2:16][C:17](Br)=[O:18], predict the reaction product. The product is: [Br:15][CH2:16][C:17]([N:6]([C@H:4]([CH:1]1[CH2:3][CH2:2]1)[CH3:5])[CH2:7][C:8]1[CH:13]=[CH:12][C:11]([F:14])=[CH:10][CH:9]=1)=[O:18]. (2) Given the reactants [Br:1][C:2]1[CH:3]=[C:4]([CH:8]=[C:9]([C:11]([O:13][CH3:14])=[O:12])[CH:10]=1)C(O)=O.[C:23](O[C:23]([O:25][C:26]([CH3:29])([CH3:28])[CH3:27])=[O:24])([O:25][C:26]([CH3:29])([CH3:28])[CH3:27])=[O:24], predict the reaction product. The product is: [Br:1][C:2]1[CH:10]=[C:9]([C:11]([O:13][CH3:14])=[O:12])[CH:8]=[C:4]([CH:3]=1)[C:23]([O:25][C:26]([CH3:27])([CH3:28])[CH3:29])=[O:24]. (3) Given the reactants [Br:1][C:2]1[CH:19]=[CH:18][C:5]2[CH:6]([O:16][CH3:17])[C:7]3[CH:14]=[C:13]([OH:15])[CH:12]=[CH:11][C:8]=3[O:9][CH2:10][C:4]=2[CH:3]=1.[Si:20](Cl)([C:23]([CH3:26])([CH3:25])[CH3:24])([CH3:22])[CH3:21].N1C=CN=C1, predict the reaction product. The product is: [Br:1][C:2]1[CH:19]=[CH:18][C:5]2[CH:6]([O:16][CH3:17])[C:7]3[CH:14]=[C:13]([O:15][Si:20]([C:23]([CH3:26])([CH3:25])[CH3:24])([CH3:22])[CH3:21])[CH:12]=[CH:11][C:8]=3[O:9][CH2:10][C:4]=2[CH:3]=1. (4) Given the reactants I[C:2]1[C:6]2=[N:7][CH:8]=[C:9]([C:11]3[C:12]([CH3:17])=[N:13][O:14][C:15]=3[CH3:16])[CH:10]=[C:5]2[NH:4][CH:3]=1.[CH2:18]([N:20]1[CH:24]=[C:23](B2OC(C)(C)C(C)(C)O2)[CH:22]=[N:21]1)[CH3:19].C(=O)([O-])[O-].[K+].[K+], predict the reaction product. The product is: [CH2:18]([N:20]1[CH:24]=[C:23]([C:2]2[C:6]3=[N:7][CH:8]=[C:9]([C:11]4[C:12]([CH3:17])=[N:13][O:14][C:15]=4[CH3:16])[CH:10]=[C:5]3[NH:4][CH:3]=2)[CH:22]=[N:21]1)[CH3:19]. (5) Given the reactants S(Cl)(Cl)=O.[CH3:5][C:6]([C:9]1[C:10]([OH:22])=[C:11]([CH:15]=[C:16]([C:18]([CH3:21])([CH3:20])[CH3:19])[CH:17]=1)[C:12](O)=[O:13])([CH3:8])[CH3:7].[C@H]1(N)CCCC[C@@H]1[NH2:29].C(N(CC)CC)C, predict the reaction product. The product is: [CH3:5][C:6]([C:9]1[C:10]([OH:22])=[C:11]([C:12]([NH2:29])=[O:13])[CH:15]=[C:16]([C:18]([CH3:21])([CH3:20])[CH3:19])[CH:17]=1)([CH3:8])[CH3:7]. (6) Given the reactants [NH2:1][C:2]1[N:7]=[C:6]([C:8]2[N:12]([CH:13]([CH3:15])[CH3:14])[C:11]([CH3:16])=[N:10][CH:9]=2)[C:5]([F:17])=[CH:4][N:3]=1.Cl[C:19]1[CH:28]=[CH:27][C:22]([C:23]([O:25][CH3:26])=[O:24])=[CH:21][N:20]=1.C1C=CC(P(C2C(C3C(P(C4C=CC=CC=4)C4C=CC=CC=4)=CC=C4C=3C=CC=C4)=C3C(C=CC=C3)=CC=2)C2C=CC=CC=2)=CC=1, predict the reaction product. The product is: [F:17][C:5]1[C:6]([C:8]2[N:12]([CH:13]([CH3:14])[CH3:15])[C:11]([CH3:16])=[N:10][CH:9]=2)=[N:7][C:2]([NH:1][C:19]2[CH:28]=[CH:27][C:22]([C:23]([O:25][CH3:26])=[O:24])=[CH:21][N:20]=2)=[N:3][CH:4]=1.